From a dataset of Full USPTO retrosynthesis dataset with 1.9M reactions from patents (1976-2016). Predict the reactants needed to synthesize the given product. (1) Given the product [Cl:9][C:6]1[N:5]=[CH:4][N:3]=[C:2]([NH2:1])[C:7]=1[O:8][CH2:18][C:17]([F:28])([F:27])[F:16], predict the reactants needed to synthesize it. The reactants are: [NH2:1][C:2]1[C:7]([OH:8])=[C:6]([Cl:9])[N:5]=[CH:4][N:3]=1.C([O-])([O-])=O.[Cs+].[Cs+].[F:16][C:17]([F:28])([F:27])[CH2:18]OS(C(F)(F)F)(=O)=O. (2) Given the product [N:7]1[C:2]2[CH:3]=[CH:4][CH:5]=[CH:6][C:1]=2[NH:8][C:19]=1[CH2:18][O:17][C:16]1[CH:22]=[CH:23][CH:24]=[C:14]([O:13][CH2:9][CH:10]([CH3:11])[CH3:12])[CH:15]=1, predict the reactants needed to synthesize it. The reactants are: [C:1]1([NH2:8])[CH:6]=[CH:5][CH:4]=[CH:3][C:2]=1[NH2:7].[CH2:9]([O:13][C:14]1[CH:15]=[C:16]([CH:22]=[CH:23][CH:24]=1)[O:17][CH2:18][C:19](O)=O)[CH:10]([CH3:12])[CH3:11]. (3) Given the product [C:27]([CH2:26][CH:25]([C:51](=[O:70])[CH2:52][CH2:53][CH2:54][CH2:55][CH2:56][CH2:57][CH2:58]/[CH:59]=[CH:60]\[CH2:61][CH2:62][CH2:63][CH2:64][CH2:65][CH2:66][CH2:67][CH3:68])[CH2:24][C:1](=[O:23])[CH2:2][CH2:3][CH2:4][CH2:5][CH2:6][CH2:7][CH2:8][CH2:9][CH2:10][CH2:11][CH2:12]/[CH:13]=[CH:14]\[CH2:15][CH2:16][CH2:17][CH2:18][CH2:19][CH2:20][CH2:21][CH3:22])(=[O:49])[CH2:28][CH2:29][CH2:30][CH2:31][CH2:32][CH2:33][CH2:34][CH2:35][CH2:36][CH2:37][CH2:38]/[CH:39]=[CH:40]\[CH2:41][CH2:42][CH2:43][CH2:44][CH2:45][CH2:46][CH2:47][CH3:48], predict the reactants needed to synthesize it. The reactants are: [C:1]([CH:24](O)[CH2:25][CH2:26][C:27](=[O:49])[CH2:28][CH2:29][CH2:30][CH2:31][CH2:32][CH2:33][CH2:34][CH2:35][CH2:36][CH2:37][CH2:38]/[CH:39]=[CH:40]\[CH2:41][CH2:42][CH2:43][CH2:44][CH2:45][CH2:46][CH2:47][CH3:48])(=[O:23])[CH2:2][CH2:3][CH2:4][CH2:5][CH2:6][CH2:7][CH2:8][CH2:9][CH2:10][CH2:11][CH2:12]/[CH:13]=[CH:14]\[CH2:15][CH2:16][CH2:17][CH2:18][CH2:19][CH2:20][CH2:21][CH3:22].[C:51]([OH:70])(=O)[CH2:52][CH2:53][CH2:54][CH2:55][CH2:56][CH2:57][CH2:58]/[CH:59]=[CH:60]\[CH2:61][CH2:62][CH2:63][CH2:64][CH2:65][CH2:66][CH2:67][CH3:68].C1(N=C=NC2CCCCC2)CCCCC1. (4) Given the product [NH2:1][C:4]1[CH:12]=[C:11]([CH2:13][CH2:14][CH2:15][CH2:16][C:17]2[CH:22]=[CH:21][CH:20]=[CH:19][CH:18]=2)[CH:10]=[CH:9][C:5]=1[C:6]([O:8][C:5]([CH3:9])([CH3:6])[CH3:4])=[O:7], predict the reactants needed to synthesize it. The reactants are: [N+:1]([C:4]1[CH:12]=[C:11]([CH:13]=[CH:14][CH2:15][CH2:16][C:17]2[CH:22]=[CH:21][CH:20]=[CH:19][CH:18]=2)[CH:10]=[CH:9][C:5]=1[C:6]([O-:8])=[O:7])([O-])=O.